From a dataset of Human Reference Interactome with 51,813 positive PPI pairs across 8,248 proteins, plus equal number of experimentally-validated negative pairs. Binary Classification. Given two protein amino acid sequences, predict whether they physically interact or not. (1) Protein 1 (ENSG00000167740) has sequence MLRCGGRGLLLGLAVAAAAVMAARLMGWWGPRAGFRLFIPEELSRYRGGPGDPGLYLALLGRVYDVSSGRRHYEPGSHYSGFAGRDASRAFVTGDCSEAGLVDDVSDLSAAEMLTLHNWLSFYEKNYVCVGRVTGRFYGEDGLPTPALTQVEAAITRGLEANKLQLQEKQTFPPCNAEWSSARGSRLWCSQKSGGVSRDWIGVPRKLYKPGAKEPRCVCVRTTGPPSGQMPDNPPHRNRGDLDHPNLAEYTGCPPLAITCSFPL*MLTLHNWLSFYEKNYVCVGRVTGRFYGEDGLPTPA.... Protein 2 (ENSG00000171962) has sequence MNQPCNSMEPRVMDDDMLKLAVGDQGPQEEAGQLAKQEGILFKDVLSLQLDFRNILRIDNLWQFENLRKLQLDNNIIEKIEGLENLAHLVWLDLSFNNIETIEGLDTLVNLEDLSLFNNRISKIDSLDALVKLQVLSLGNNRIDNMMNIIYLRRFKCLRTLSLSRNPISEAEDYKMFICAYLPDLMYLDYRRIDDHTKKLAEAKHQYSIDELKHQENLMQAQLEDEQAQREELEKHKTAFVEHLNGSFLFDSMYAEDSEGNNLSYLPGVGELLETYKDKFVIICVNIFEYGLKQQEKRKT.... Result: 0 (the proteins do not interact). (2) Protein 1 (ENSG00000139651) has sequence MAQASLLACEGLAGVSLVPTAASKKMMLSQIASKQAENGERAGSPDVLRCSSQGHRKDSDKSRSRKDDDSLSEASHSKKTVKKVVVVEQNGSFQVKIPKNFVCEHCFGAFRSSYHLKRHILIHTGEKPFECDICDMRFIQKYHLERHKRVHSGEKPYQCERCHQCFSRTDRLLRHKRMCQGCQSKTSDGQFSL*. Protein 2 (ENSG00000160862) has sequence MVRMVPVLLSLLLLLGPAVPQENQDGRYSLTYIYTGLSKHVEDVPAFQALGSLNDLQFFRYNSKDRKSQPMGLWRQVEGMEDWKQDSQLQKAREDIFMETLKDIVEYYNDSNGSHVLQGRFGCEIENNRSSGAFWKYYYDGKDYIEFNKEIPAWVPFDPAAQITKQKWEAEPVYVQRAKAYLEEECPATLRKYLKYSKNILDRQDPPSVVVTSHQAPGEKKKLKCLAYDFYPGKIDVHWTRAGEVQEPELRGDVLHNGNGTYQSWVVVAVPPQDTAPYSCHVQHSSLAQPLVVPWEAS*X.... Result: 0 (the proteins do not interact). (3) Protein 2 (ENSG00000144749) has sequence MARPVRGGLGAPRRSPCLLLLWLLLLRLEPVTAAAGPRAPCAAACTCAGDSLDCGGRGLAALPGDLPSWTRSLNLSYNKLSEIDPAGFEDLPNLQEVYLNNNELTAVPSLGAASSHVVSLFLQHNKIRSVEGSQLKAYLSLEVLDLSLNNITEVRNTCFPHGPPIKELNLAGNRIGTLELGAFDGLSRSLLTLRLSKNRITQLPVRAFKLPRLTQLDLNRNRIRLIEGLTFQGLNSLEVLKLQRNNISKLTDGAFWGLSKMHVLHLEYNSLVEVNSGSLYGLTALHQLHLSNNSIARIHR.... Protein 1 (ENSG00000188283) has sequence MAEGSVMFSDVSIDFSQEEWDCLDPVQRDLYRDVMLENYGNLVSMGLYTPKPQVISLLEQGKEPWMVGRELTRGLCSDLESMCETKLLSLKKEVYEIELCQREIMGLTKHGLEYSSFGDVLEYRSHLAKQLGYPNGHFSQEIFTPEYMPTFIQQTFLTLHQIINNEDRPYECKKCGKAFSQNSQFIQHQRIHIGEKSYECKECGKFFSCGSHVTRHLKIHTGEKPFECKECGKAFSCSSYLSQHQRIHTGKKPYECKECGKAFSYCSNLIDHQRIHTGEKPYECKVCGKAFTKSSQLFQH.... Result: 0 (the proteins do not interact). (4) Protein 1 (ENSG00000101266) has sequence MSGPVPSRARVYTDVNTHRPREYWDYESHVVEWGNQDDYQLVRKLGRGKYSEVFEAINITNNEKVVVKILKPVKKKKIKREIKILENLRGGPNIITLADIVKDPVSRTPALVFEHVNNTDFKQLYQTLTDYDIRFYMYEILKALDYCHSMGIMHRDVKPHNVMIDHEHRKLRLIDWGLAEFYHPGQEYNVRVASRYFKGPELLVDYQMYDYSLDMWSLGCMLASMIFRKEPFFHGHDNYDQLVRIAKVLGTEDLYDYIDKYNIELDPRFNDILGRHSRKRWERFVHSENQHLVSPEALDF.... Protein 2 (ENSG00000106511) has sequence MEHPLFGCLRSPHATAQGLHPFSQSSLALHGRSDHMSYPELSTSSSSCIIAGYPNEEGMFASQHHRGHHHHHHHHHHHHHQQQQHQALQTNWHLPQMSSPPSAARHSLCLQPDSGGPPELGSSPPVLCSNSSSLGSSTPTGAACAPGDYGRQALSPAEAEKRSGGKRKSDSSDSQEGNYKSEVNSKPRKERTAFTKEQIRELEAEFAHHNYLTRLRRYEIAVNLDLTERQVKVWFQNRRMKWKRVKGGQQGAAAREKELVNVKKGTLLPSELSGIGAATLQQTGDSIANEDSHDSDHSSE.... Result: 1 (the proteins interact). (5) Protein 2 (ENSG00000198832) has sequence MSLLLPPLALLLLLAALVAPATAATAYRPDWNRLSGLTRARVETCGGUQLNRLKEVKAFVTQDIPFYHNLVMKHLPGADPELVLLGRRYEELERIPLSEMTREEINALVQELGFYRKAAPDAQVPPEYVWAPAKPPEETSDHADL*MSLLLPPLALLLLLAALVAPATAATAYRPDWNRLSGLTRARVETCGGQLNRLKEVKAFVTQDIPFYHNLVMKHLPGADPELVLLGRRYEELERIPLSEMTREEINALVQELGFYRKAAPDAQVPPEYVWAPAKPPEETSDHADL*. Protein 1 (ENSG00000115541) has sequence MAGQAFRKFLPLFDRVLVERSAAETVTKGGIMLPEKSQGKVLQATVVAVGSGSKGKGGEIQPVSVKVGDKVLLPEYGGTKVVLDDKDYFLFRDGDILGKYVD*MGGEIQPVSVKVGDKVLLPEYGGTKVVLDDKDYFLFRDGDILGKYVD*MAGQAFRKFLPLFDRVLVERSAAETVTKGGIMLPEKSQGKVLQATVVAVGSGSKGKGGEIQPVSVKVGDKVLLPEYGGTKVVLDDKVCKLNNSKKKSDICN*. Result: 1 (the proteins interact). (6) Protein 1 (ENSG00000100722) has sequence MEIGTEISRKIRSAIKGKLQELGAYVDEELPDYIMVMVANKKSQDQMTEDLSLFLGNNTIRFTVWLHGVLDKLRSVTTEPSSLKSSDTNIFDSNVPSNKSNFSRGDERRHEAAVPPLAIPSARPEKRDSRVSTSSQESKTTNVRQTYDDGAATRLMSTVKPLREPAPSEDVIDIKPEPDDLIDEDLNFVQENPLSQKKPTVTLTYGSSRPSIEIYRPPASRNADSGVHLNRLQFQQQQNSIHAAKQLDMQSSWVYETGRLCEPEVLNSLEETYSPFFRNNSEKMSMEDENFRKRKLPVVS.... Protein 2 (ENSG00000099624) has sequence MLPAALLRRPGLGRLVRHARAYAEAAAAPAAASGPNQMSFTFASPTQVFFNGANVRQVDVPTLTGAFGILAAHVPTLQVLRPGLVVVHAEDGTTSKYFVSSGSIAVNADSSVQLLAEEAVTLDMLDLGAAKANLEKAQAELVGTADEATRAEIQIRIEANEALVKALE*XGAFGILAAHVPTLQVLRPGLVVVHAEDGTTSKYFVSSGSIAVNADSSVQLLAEEAVTLDMLDLGPRQTWRRPRRSWWGQLTRPRGQRSRSESRPTRPW*. Result: 0 (the proteins do not interact).